Dataset: Forward reaction prediction with 1.9M reactions from USPTO patents (1976-2016). Task: Predict the product of the given reaction. (1) Given the reactants [F:1][C:2]([F:35])([F:34])[C:3]1[CH:4]=[C:5]([CH:27]=[C:28]([C:30]([F:33])([F:32])[F:31])[CH:29]=1)[CH2:6][N:7]1[CH2:14][CH2:13][CH2:12][O:11][C:10]2[N:15]=[C:16](Cl)[CH:17]=[C:18]([C:19]3[CH:24]=[CH:23][CH:22]=[CH:21][CH:20]=3)[C:9]=2[C:8]1=[O:26].[C:36]([N:39]1[CH2:44][CH2:43][NH:42][CH2:41][CH2:40]1)(=[O:38])[CH3:37], predict the reaction product. The product is: [C:36]([N:39]1[CH2:44][CH2:43][N:42]([C:16]2[CH:17]=[C:18]([C:19]3[CH:24]=[CH:23][CH:22]=[CH:21][CH:20]=3)[C:9]3[C:8](=[O:26])[N:7]([CH2:6][C:5]4[CH:4]=[C:3]([C:2]([F:35])([F:34])[F:1])[CH:29]=[C:28]([C:30]([F:33])([F:32])[F:31])[CH:27]=4)[CH2:14][CH2:13][CH2:12][O:11][C:10]=3[N:15]=2)[CH2:41][CH2:40]1)(=[O:38])[CH3:37]. (2) Given the reactants Br[CH2:2][C:3]1[CH:12]=[C:11]2[C:6]([C:7]([C:15]3[CH:20]=[CH:19][CH:18]=[C:17]([F:21])[CH:16]=3)=[CH:8][C:9]([C:13]#[N:14])=[N:10]2)=[CH:5][CH:4]=1.[CH2:22]([C:24]([C:28]1[O:32][C:31]([NH:33][C:34](=[O:36])[CH3:35])=[N:30][N:29]=1)([OH:27])[CH2:25][CH3:26])[CH3:23].C([O-])([O-])=O.[K+].[K+], predict the reaction product. The product is: [C:13]([C:9]1[CH:8]=[C:7]([C:15]2[CH:20]=[CH:19][CH:18]=[C:17]([F:21])[CH:16]=2)[C:6]2[C:11](=[CH:12][C:3]([CH2:2][N:33]([C:31]3[O:32][C:28]([C:24]([CH2:25][CH3:26])([OH:27])[CH2:22][CH3:23])=[N:29][N:30]=3)[C:34](=[O:36])[CH3:35])=[CH:4][CH:5]=2)[N:10]=1)#[N:14]. (3) Given the reactants C1([C:4]2[CH:9]=[CH:8][CH:7]=[C:6]([NH2:10])[C:5]=2[NH2:11])CC1.C(N([CH:18]([CH3:20])[CH3:19])CC)(C)C.[Cl:21][C:22]1[N:30]=[CH:29][CH:28]=[CH:27][C:23]=1[C:24](Cl)=[O:25], predict the reaction product. The product is: [Cl:21][C:22]1[N:30]=[CH:29][CH:28]=[CH:27][C:23]=1[C:24]([NH:11][C:5]1[CH:4]=[CH:9][CH:8]=[CH:7][C:6]=1[NH:10][CH:18]1[CH2:20][CH2:19]1)=[O:25]. (4) Given the reactants I[C:2]1[C:6]2=[N:7][CH:8]=[CH:9][C:10]([O:11][CH3:12])=[C:5]2[N:4]([CH2:13][CH2:14][O:15][CH3:16])[CH:3]=1.[Li]CCCC.[C:22](=O)([O:26]CC)[O:23][CH2:24][CH3:25].[NH4+].[Cl-], predict the reaction product. The product is: [CH2:24]([O:23][C:22]([C:2]1[C:6]2=[N:7][CH:8]=[CH:9][C:10]([O:11][CH3:12])=[C:5]2[N:4]([CH2:13][CH2:14][O:15][CH3:16])[CH:3]=1)=[O:26])[CH3:25]. (5) Given the reactants [F:1][C:2]1[CH:7]=[CH:6][C:5](B(O)O)=[CH:4][CH:3]=1.I[C:12]1[CH:25]=[CH:24][C:15]([O:16][CH2:17][C:18]2[CH:22]=[CH:21][O:20][C:19]=2[CH3:23])=[CH:14][CH:13]=1, predict the reaction product. The product is: [F:1][C:2]1[CH:7]=[CH:6][C:5]([C:12]2[CH:13]=[CH:14][C:15]([O:16][CH2:17][C:18]3[CH:22]=[CH:21][O:20][C:19]=3[CH3:23])=[CH:24][CH:25]=2)=[CH:4][CH:3]=1. (6) The product is: [Cl:13][C:10]1[C:9]2[C:4](=[CH:5][C:6]([F:15])=[CH:7][C:8]=2[F:14])[N:3]=[C:2]([C:25]2[CH:24]=[CH:23][N:22]=[C:21]([N:16]3[CH2:17][CH2:18][CH2:19][CH2:20]3)[CH:26]=2)[C:11]=1[CH3:12]. Given the reactants Cl[C:2]1[C:11]([CH3:12])=[C:10]([Cl:13])[C:9]2[C:4](=[CH:5][C:6]([F:15])=[CH:7][C:8]=2[F:14])[N:3]=1.[N:16]1([C:21]2[CH:26]=[C:25](B3OC(C)(C)C(C)(C)O3)[CH:24]=[CH:23][N:22]=2)[CH2:20][CH2:19][CH2:18][CH2:17]1.C(=O)([O-])[O-].[K+].[K+], predict the reaction product.